From a dataset of NCI-60 drug combinations with 297,098 pairs across 59 cell lines. Regression. Given two drug SMILES strings and cell line genomic features, predict the synergy score measuring deviation from expected non-interaction effect. Drug 1: CC1=C2C(C(=O)C3(C(CC4C(C3C(C(C2(C)C)(CC1OC(=O)C(C(C5=CC=CC=C5)NC(=O)OC(C)(C)C)O)O)OC(=O)C6=CC=CC=C6)(CO4)OC(=O)C)OC)C)OC. Drug 2: CC1=C(C(=CC=C1)Cl)NC(=O)C2=CN=C(S2)NC3=CC(=NC(=N3)C)N4CCN(CC4)CCO. Cell line: RPMI-8226. Synergy scores: CSS=28.0, Synergy_ZIP=-5.45, Synergy_Bliss=-13.3, Synergy_Loewe=-33.3, Synergy_HSA=-12.0.